From a dataset of Reaction yield outcomes from USPTO patents with 853,638 reactions. Predict the reaction yield, written as a fraction of the theoretical maximum amount of product (1.0 means a 100% yield; for example, 0.34 means a 34% yield). (1) The reactants are [ClH:1].[N:2]1[C:11]2[C:6](=[CH:7][C:8]([CH2:12][N:13]3[C:17]4=[N:18][C:19](C5C=C(CO)C=CC=5)=[CH:20][CH:21]=[C:16]4[N:15]=N3)=[CH:9][CH:10]=2)[CH:5]=[CH:4][CH:3]=1.C(=O)(O)[O-].[Na+]. No catalyst specified. The product is [Cl:1][C:19]1[N:18]=[C:17]([NH:13][CH2:12][C:8]2[CH:7]=[C:6]3[C:11](=[CH:10][CH:9]=2)[N:2]=[CH:3][CH:4]=[CH:5]3)[C:16]([NH2:15])=[CH:21][CH:20]=1. The yield is 0.920. (2) The reactants are [CH3:1][C:2]1[C:7]2[CH2:8][O:9][C:10](=[O:11])[C:6]=2[C:5]([OH:12])=[C:4]([CH2:13]/[CH:14]=[C:15](/[CH2:17][CH2:18][C:19]([O:21][CH3:22])=[O:20])\[CH3:16])[C:3]=1[O:23][CH3:24].C[Si]([N-][Si](C)(C)C)(C)C.[Na+].[Br:35][CH2:36][CH:37]=[CH:38][CH2:39]Br. The catalyst is C1COCC1. The product is [CH3:22][O:21][C:19](=[O:20])[CH:18]([CH2:39][CH:38]=[CH:37][CH2:36][Br:35])[CH2:17][C:15]([CH3:16])=[CH:14][CH2:13][C:4]1[C:5]([OH:12])=[C:6]2[C:7](=[C:2]([CH3:1])[C:3]=1[O:23][CH3:24])[CH2:8][O:9][C:10]2=[O:11]. The yield is 0.780. (3) The yield is 0.740. The product is [CH2:9]([C@H:8]1[O:16][C@@H:2]1[C:3]([OH:5])=[O:4])[C:10]1[CH:11]=[CH:12][CH:13]=[CH:14][CH:15]=1. The catalyst is C(O)C. The reactants are Cl[CH:2]([C@H:8]([OH:16])[CH2:9][C:10]1[CH:15]=[CH:14][CH:13]=[CH:12][CH:11]=1)[C:3]([O:5]CC)=[O:4].[O-]CC.[Na+].C(O)C.